From a dataset of Full USPTO retrosynthesis dataset with 1.9M reactions from patents (1976-2016). Predict the reactants needed to synthesize the given product. (1) The reactants are: F[C:2]1[CH:3]=[C:4](B(O)O)[CH:5]=[CH:6][C:7]=1F.[Cl:12]CCl.Cl[C:16]1[N:17]=[C:18]([CH3:35])[C:19]2[CH:24]=[CH:23][N:22]([C:25]3[CH:34]=[CH:33][C:28]([C:29]([O:31][CH3:32])=[O:30])=[CH:27][CH:26]=3)[C:20]=2[N:21]=1.[C:36]([O-:39])([O-])=O.[Cs+].[Cs+]. Given the product [Cl:12][C:2]1[CH:3]=[C:4]([C:16]2[N:17]=[C:18]([CH3:35])[C:19]3[CH:24]=[CH:23][N:22]([C:25]4[CH:34]=[CH:33][C:28]([C:29]([O:31][CH3:32])=[O:30])=[CH:27][CH:26]=4)[C:20]=3[N:21]=2)[CH:5]=[CH:6][C:7]=1[O:39][CH3:36], predict the reactants needed to synthesize it. (2) The reactants are: [C:1]([O:4][C:5]([CH3:18])([CH2:8][CH2:9][CH2:10][C:11]([O:16][CH3:17])([CH3:15])[CH2:12][CH2:13][CH3:14])[C:6]#[CH:7])(=[O:3])[CH3:2].C(SCCO)CSCCO.[H][H]. Given the product [C:1]([O:4][C:5]([CH3:18])([CH2:8][CH2:9][CH2:10][C:11]([O:16][CH3:17])([CH3:15])[CH2:12][CH2:13][CH3:14])[CH:6]=[CH2:7])(=[O:3])[CH3:2], predict the reactants needed to synthesize it.